Dataset: CYP2C19 inhibition data for predicting drug metabolism from PubChem BioAssay. Task: Regression/Classification. Given a drug SMILES string, predict its absorption, distribution, metabolism, or excretion properties. Task type varies by dataset: regression for continuous measurements (e.g., permeability, clearance, half-life) or binary classification for categorical outcomes (e.g., BBB penetration, CYP inhibition). Dataset: cyp2c19_veith. (1) The compound is CC(=O)Nc1ccc(NC(=O)C/C(C)=N/NC(=O)C(=O)N2CCCC2)cc1. The result is 0 (non-inhibitor). (2) The drug is C[C@@H]1CCCC(CC(=O)O)(CC(=O)O)C1. The result is 0 (non-inhibitor).